Dataset: Catalyst prediction with 721,799 reactions and 888 catalyst types from USPTO. Task: Predict which catalyst facilitates the given reaction. (1) Product: [ClH:36].[O:1]1[C:6]2[CH:7]=[CH:8][C:9]([CH2:11][NH:12][C:13]3([C:32]([NH:34][CH3:35])=[O:33])[CH2:14][CH2:15][N:16]([CH2:19][CH2:20][N:21]4[C:30]5[C:25](=[CH:26][CH:27]=[CH:28][CH:29]=5)[N:24]=[CH:23][C:22]4=[O:31])[CH2:17][CH2:18]3)=[CH:10][C:5]=2[O:4][CH2:3][CH2:2]1. The catalyst class is: 13. Reactant: [O:1]1[C:6]2[CH:7]=[CH:8][C:9]([CH2:11][NH:12][C:13]3([C:32]([NH:34][CH3:35])=[O:33])[CH2:18][CH2:17][N:16]([CH2:19][CH2:20][N:21]4[C:30]5[C:25](=[CH:26][CH:27]=[CH:28][CH:29]=5)[N:24]=[CH:23][C:22]4=[O:31])[CH2:15][CH2:14]3)=[CH:10][C:5]=2[O:4][CH2:3][CH2:2]1.[ClH:36].C(OCC)(=O)C. (2) Reactant: CON(C)[C:4]([C@@H:6]1[CH2:10][CH2:9][CH2:8][N:7]1[C:11]([O:13][C:14]([CH3:17])([CH3:16])[CH3:15])=[O:12])=[O:5].[C:19]([C:23]1[CH:31]=[CH:30][C:26]([CH2:27][Mg]Br)=[CH:25][CH:24]=1)([CH3:22])([CH3:21])[CH3:20]. Product: [C:14]([O:13][C:11]([N:7]1[CH2:8][CH2:9][CH2:10][C@H:6]1[C:4](=[O:5])[CH2:27][C:26]1[CH:30]=[CH:31][C:23]([C:19]([CH3:22])([CH3:21])[CH3:20])=[CH:24][CH:25]=1)=[O:12])([CH3:15])([CH3:16])[CH3:17]. The catalyst class is: 1. (3) Reactant: [CH3:1][O:2][C:3]1[C:10]([O:11]C)=[CH:9][C:6]([CH:7]=[O:8])=[C:5]([F:13])[CH:4]=1. Product: [F:13][C:5]1[CH:4]=[C:3]([O:2][CH3:1])[C:10]([OH:11])=[CH:9][C:6]=1[CH:7]=[O:8]. The catalyst class is: 65. (4) The catalyst class is: 5. Product: [OH:1][C@H:2]([C@@H:26]([NH2:34])[CH2:27][C:28]1[CH:33]=[CH:32][CH:31]=[CH:30][CH:29]=1)[CH2:3][N:4]([CH2:13][C:14]1[CH:19]=[CH:18][C:17]([C:20]2[CH:25]=[CH:24][CH:23]=[CH:22][N:21]=2)=[CH:16][CH:15]=1)[NH:5][C:6]([O:8][C:9]([CH3:11])([CH3:10])[CH3:12])=[O:7]. Reactant: [OH:1][C@H:2]([C@@H:26]([NH:34]C(OCC1C=CC=CC=1)=O)[CH2:27][C:28]1[CH:33]=[CH:32][CH:31]=[CH:30][CH:29]=1)[CH2:3][N:4]([CH2:13][C:14]1[CH:19]=[CH:18][C:17]([C:20]2[CH:25]=[CH:24][CH:23]=[CH:22][N:21]=2)=[CH:16][CH:15]=1)[NH:5][C:6]([O:8][C:9]([CH3:12])([CH3:11])[CH3:10])=[O:7]. (5) Reactant: [CH3:1][CH2:2][CH2:3][C@H:4]([NH:10][C@H:11]([C:13]([N:15]1[C@@H:23]([C:24]([O:26]CC2C=CC=CC=2)=[O:25])[CH2:22][C@H:21]2[C@@H:16]1[CH2:17][CH2:18][CH2:19][CH2:20]2)=[O:14])[CH3:12])[C:5]([O:7][CH2:8][CH3:9])=[O:6].[H][H]. Product: [CH3:1][CH2:2][CH2:3][C@H:4]([NH:10][C@H:11]([C:13]([N:15]1[C@H:23]([C:24]([OH:26])=[O:25])[CH2:22][C@H:21]2[C@@H:16]1[CH2:17][CH2:18][CH2:19][CH2:20]2)=[O:14])[CH3:12])[C:5]([O:7][CH2:8][CH3:9])=[O:6]. The catalyst class is: 29. (6) Product: [C:23]1([CH3:33])[CH:24]=[CH:25][C:26]([S:29]([OH:32])(=[O:30])=[O:31])=[CH:27][CH:28]=1.[C@@H:1]12[CH2:7][NH:6][C@@H:5]1[CH2:4][N:3]([C:8]1[CH:20]=[CH:19][C:18]3[C:17]4[C:12](=[CH:13][CH:14]=[CH:15][CH:16]=4)[C:11](=[O:21])[C:10]=3[CH:9]=1)[CH2:2]2. Reactant: [C@@H:1]12[CH2:7][NH:6][C@@H:5]1[CH2:4][N:3]([C:8]1[CH:20]=[CH:19][C:18]3[C:17]4[C:12](=[CH:13][CH:14]=[CH:15][CH:16]=4)[C:11](=[O:21])[C:10]=3[CH:9]=1)[CH2:2]2.O.[C:23]1([CH3:33])[CH:28]=[CH:27][C:26]([S:29]([OH:32])(=[O:31])=[O:30])=[CH:25][CH:24]=1. The catalyst class is: 871. (7) Reactant: [C:1]([C:5]1[CH:6]=[C:7]([C:16]2[CH:17]=[C:18]([C:23]3[CH:28]=[CH:27][C:26]([C:29]([O:31][CH2:32][CH3:33])=[O:30])=[CH:25][CH:24]=3)[CH:19]=[CH:20][C:21]=2[OH:22])[CH:8]=[CH:9][C:10]=1[N:11]([CH2:14][CH3:15])[CH2:12][CH3:13])([CH3:4])([CH3:3])[CH3:2].CN(C1C=CC=CN=1)C.C(N(CC)CC)C.[S:50](O[S:50]([C:53]([F:56])([F:55])[F:54])(=[O:52])=[O:51])([C:53]([F:56])([F:55])[F:54])(=[O:52])=[O:51]. Product: [C:1]([C:5]1[CH:6]=[C:7]([C:16]2[CH:17]=[C:18]([C:23]3[CH:28]=[CH:27][C:26]([C:29]([O:31][CH2:32][CH3:33])=[O:30])=[CH:25][CH:24]=3)[CH:19]=[CH:20][C:21]=2[O:22][S:50]([C:53]([F:56])([F:55])[F:54])(=[O:52])=[O:51])[CH:8]=[CH:9][C:10]=1[N:11]([CH2:12][CH3:13])[CH2:14][CH3:15])([CH3:3])([CH3:4])[CH3:2]. The catalyst class is: 46. (8) Product: [C:1]([O:5][C:6]([N:8]1[CH2:15][CH2:14][CH2:13][C@H:9]1[C:10]([NH:55][C@H:56]([C:58]([O:60][CH2:61][CH2:62][O:63][C:64]1[CH:69]=[CH:68][C:67]([C:70]2[C:75]([C:76]#[N:77])=[C:74]([N:78]3[CH2:79][CH2:80][CH2:81][CH2:82]3)[N:73]=[C:72]([S:83][CH2:84][C:85]3[N:86]=[C:87]([C:90]4[CH:91]=[CH:92][C:93]([Cl:96])=[CH:94][CH:95]=4)[S:88][CH:89]=3)[C:71]=2[C:97]#[N:98])=[CH:66][CH:65]=1)=[O:59])[CH3:57])=[O:12])=[O:7])([CH3:2])([CH3:3])[CH3:4]. The catalyst class is: 3. Reactant: [C:1]([O:5][C:6]([N:8]1[CH2:15][CH2:14][CH2:13][C@H:9]1[C:10]([OH:12])=O)=[O:7])([CH3:4])([CH3:3])[CH3:2].Cl.CN(C)CCCN=C=NCC.O.ON1C2C=CC=CC=2N=N1.C(N(CC)C(C)C)(C)C.FC(F)(F)C(O)=O.[NH2:55][C@H:56]([C:58]([O:60][CH2:61][CH2:62][O:63][C:64]1[CH:69]=[CH:68][C:67]([C:70]2[C:75]([C:76]#[N:77])=[C:74]([N:78]3[CH2:82][CH2:81][CH2:80][CH2:79]3)[N:73]=[C:72]([S:83][CH2:84][C:85]3[N:86]=[C:87]([C:90]4[CH:95]=[CH:94][C:93]([Cl:96])=[CH:92][CH:91]=4)[S:88][CH:89]=3)[C:71]=2[C:97]#[N:98])=[CH:66][CH:65]=1)=[O:59])[CH3:57].